From a dataset of Forward reaction prediction with 1.9M reactions from USPTO patents (1976-2016). Predict the product of the given reaction. Given the reactants [C:1]1([C:27]2[CH:32]=[CH:31][CH:30]=[CH:29][CH:28]=2)[CH:6]=[CH:5][C:4]([C:7]([N:9]2[CH2:14][CH2:13][N:12]([C:15]3[C:16]4[CH:24]=[C:23]([CH2:25][CH3:26])[S:22][C:17]=4[N:18]=[C:19]([NH2:21])[N:20]=3)[CH2:11][CH2:10]2)=[O:8])=[CH:3][CH:2]=1.[CH2:33]([O:35][C:36](=[O:42])[CH2:37][CH2:38][N:39]=[C:40]=[O:41])[CH3:34], predict the reaction product. The product is: [C:1]1([C:27]2[CH:32]=[CH:31][CH:30]=[CH:29][CH:28]=2)[CH:6]=[CH:5][C:4]([C:7]([N:9]2[CH2:10][CH2:11][N:12]([C:15]3[C:16]4[CH:24]=[C:23]([CH2:25][CH3:26])[S:22][C:17]=4[N:18]=[C:19]([NH:21][C:40]([NH:39][CH2:38][CH2:37][C:36]([O:35][CH2:33][CH3:34])=[O:42])=[O:41])[N:20]=3)[CH2:13][CH2:14]2)=[O:8])=[CH:3][CH:2]=1.